From a dataset of Catalyst prediction with 721,799 reactions and 888 catalyst types from USPTO. Predict which catalyst facilitates the given reaction. (1) Reactant: [Cl:1][C:2]1[C:3]([N:27]([CH:29]([CH3:31])[CH3:30])[CH3:28])=[CH:4][C:5]2[N:11]=[C:10]([C:12]3[CH:17]=[CH:16][CH:15]=[C:14]([N:18]4[C:22]([CH2:23]O)=[CH:21][N:20]=[N:19]4)[CH:13]=3)[CH2:9][C:8](=[O:25])[NH:7][C:6]=2[CH:26]=1.S(Cl)(Cl)=O.[Cl-].[CH:37]1([NH2:42])[CH2:41][CH2:40][CH2:39][CH2:38]1. Product: [Cl:1][C:2]1[C:3]([N:27]([CH:29]([CH3:31])[CH3:30])[CH3:28])=[CH:4][C:5]2[N:11]=[C:10]([C:12]3[CH:17]=[CH:16][CH:15]=[C:14]([N:18]4[C:22]([CH2:23][NH:42][CH:37]5[CH2:41][CH2:40][CH2:39][CH2:38]5)=[CH:21][N:20]=[N:19]4)[CH:13]=3)[CH2:9][C:8](=[O:25])[NH:7][C:6]=2[CH:26]=1. The catalyst class is: 139. (2) Reactant: Cl[C:2]1[C:19]2[C:6](=[C:7]3[C:16](=[CH:17][CH:18]=2)[C:15]2[C:10](=[CH:11][CH:12]=[CH:13][CH:14]=2)[S:9](=[O:21])(=[O:20])[NH:8]3)[N:5]=[CH:4][CH:3]=1.[NH3:22]. Product: [O:20]=[S:9]1(=[O:21])[C:10]2[C:15](=[CH:14][CH:13]=[CH:12][CH:11]=2)[C:16]2[C:7](=[C:6]3[C:19](=[CH:18][CH:17]=2)[C:2]([NH2:22])=[CH:3][CH:4]=[N:5]3)[NH:8]1. The catalyst class is: 5. (3) Reactant: [Cl:1][C:2]1[CH:3]=[C:4]([CH2:9][N:10]2[CH:14]=[C:13]([C:15]([NH:17][C:18]3[CH:19]=[C:20]4[C:25](=[CH:26][CH:27]=3)[CH2:24][N:23](C(OC(C)(C)C)=O)[CH2:22][CH2:21]4)=[O:16])[CH:12]=[N:11]2)[CH:5]=[CH:6][C:7]=1[Cl:8].Cl. Product: [ClH:1].[Cl:1][C:2]1[CH:3]=[C:4]([CH2:9][N:10]2[CH:14]=[C:13]([C:15]([NH:17][C:18]3[CH:19]=[C:20]4[C:25](=[CH:26][CH:27]=3)[CH2:24][NH:23][CH2:22][CH2:21]4)=[O:16])[CH:12]=[N:11]2)[CH:5]=[CH:6][C:7]=1[Cl:8]. The catalyst class is: 25. (4) Reactant: [H-].[Na+].[C:3]([O:13][C:14]([CH3:17])([CH3:16])[CH3:15])(=[O:12])[CH2:4][C:5]([O:7][C:8]([CH3:11])([CH3:10])[CH3:9])=[O:6].[Cl:18][C:19]1[C:20]([F:28])=[C:21]([CH:24]=[CH:25][C:26]=1F)[C:22]#[N:23]. Product: [Cl:18][C:19]1[C:20]([F:28])=[C:21]([C:22]#[N:23])[CH:24]=[CH:25][C:26]=1[CH:4]([C:5]([O:7][C:8]([CH3:9])([CH3:10])[CH3:11])=[O:6])[C:3]([O:13][C:14]([CH3:17])([CH3:16])[CH3:15])=[O:12]. The catalyst class is: 3.